This data is from Full USPTO retrosynthesis dataset with 1.9M reactions from patents (1976-2016). The task is: Predict the reactants needed to synthesize the given product. Given the product [CH3:22][O:21][C:14]1[CH:15]=[CH:16][CH:17]=[C:18]([O:19][CH3:20])[C:13]=1[CH2:12][NH:11][C:9]([NH:8][C:6]1[CH:5]=[CH:4][CH:3]=[C:2]([C:27]2[CH:28]=[CH:29][C:24]([F:23])=[CH:25][CH:26]=2)[N:7]=1)=[NH:10], predict the reactants needed to synthesize it. The reactants are: Br[C:2]1[N:7]=[C:6]([NH:8][C:9]([NH:11][CH2:12][C:13]2[C:18]([O:19][CH3:20])=[CH:17][CH:16]=[CH:15][C:14]=2[O:21][CH3:22])=[NH:10])[CH:5]=[CH:4][CH:3]=1.[F:23][C:24]1[CH:29]=[CH:28][C:27](OB(O)O)=[CH:26][CH:25]=1.C(=O)([O-])[O-].[Na+].[Na+].